This data is from Catalyst prediction with 721,799 reactions and 888 catalyst types from USPTO. The task is: Predict which catalyst facilitates the given reaction. Reactant: [C:1]([O:5][C:6]([N:8]1[CH2:13][CH2:12][CH:11]([C:14](=O)[CH2:15][C:16](=O)[CH2:17][C:18]2[CH:23]=[CH:22][CH:21]=[CH:20][CH:19]=2)[CH2:10][CH2:9]1)=[O:7])([CH3:4])([CH3:3])[CH3:2].[CH3:26][NH:27][NH2:28]. Product: [C:1]([O:5][C:6]([N:8]1[CH2:13][CH2:12][CH:11]([C:14]2[N:27]([CH3:26])[N:28]=[C:16]([CH2:17][C:18]3[CH:23]=[CH:22][CH:21]=[CH:20][CH:19]=3)[CH:15]=2)[CH2:10][CH2:9]1)=[O:7])([CH3:4])([CH3:3])[CH3:2]. The catalyst class is: 5.